Dataset: Forward reaction prediction with 1.9M reactions from USPTO patents (1976-2016). Task: Predict the product of the given reaction. Given the reactants [F:1][C:2]1[CH:7]=[CH:6][C:5]([C:8]([N:10]2[CH2:15][CH2:14][N:13]([C:16]3[CH:21]=[CH:20][C:19]([O:22][CH:23]4[CH2:28][CH2:27][N:26](C(OC(C)(C)C)=O)[CH2:25][CH2:24]4)=[CH:18][CH:17]=3)[CH2:12][CH2:11]2)=[O:9])=[CH:4][CH:3]=1, predict the reaction product. The product is: [F:1][C:2]1[CH:7]=[CH:6][C:5]([C:8]([N:10]2[CH2:15][CH2:14][N:13]([C:16]3[CH:21]=[CH:20][C:19]([O:22][CH:23]4[CH2:28][CH2:27][NH:26][CH2:25][CH2:24]4)=[CH:18][CH:17]=3)[CH2:12][CH2:11]2)=[O:9])=[CH:4][CH:3]=1.